Regression. Given two drug SMILES strings and cell line genomic features, predict the synergy score measuring deviation from expected non-interaction effect. From a dataset of NCI-60 drug combinations with 297,098 pairs across 59 cell lines. Drug 1: CCC1(CC2CC(C3=C(CCN(C2)C1)C4=CC=CC=C4N3)(C5=C(C=C6C(=C5)C78CCN9C7C(C=CC9)(C(C(C8N6C)(C(=O)OC)O)OC(=O)C)CC)OC)C(=O)OC)O.OS(=O)(=O)O. Drug 2: CC(C)NC(=O)C1=CC=C(C=C1)CNNC.Cl. Cell line: IGROV1. Synergy scores: CSS=0.596, Synergy_ZIP=-0.240, Synergy_Bliss=0.538, Synergy_Loewe=-1.42, Synergy_HSA=0.858.